This data is from Full USPTO retrosynthesis dataset with 1.9M reactions from patents (1976-2016). The task is: Predict the reactants needed to synthesize the given product. Given the product [Cl:17][C:18]1[C:19]([F:28])=[C:20]([S:24]([NH:8][C:5]2[C:4]([O:9][CH2:10][C:11]3[CH:12]=[N:13][CH:14]=[CH:15][CH:16]=3)=[N:3][C:2]([Cl:1])=[CH:7][N:6]=2)(=[O:26])=[O:25])[CH:21]=[CH:22][CH:23]=1, predict the reactants needed to synthesize it. The reactants are: [Cl:1][C:2]1[N:3]=[C:4]([O:9][CH2:10][C:11]2[CH:12]=[N:13][CH:14]=[CH:15][CH:16]=2)[C:5]([NH2:8])=[N:6][CH:7]=1.[Cl:17][C:18]1[C:19]([F:28])=[C:20]([S:24](Cl)(=[O:26])=[O:25])[CH:21]=[CH:22][CH:23]=1.